This data is from Full USPTO retrosynthesis dataset with 1.9M reactions from patents (1976-2016). The task is: Predict the reactants needed to synthesize the given product. (1) The reactants are: C([O:3][C:4]([C:6]1([NH:15][C:16]([C:18]2[C:27]3[C:22](=[CH:23][CH:24]=[CH:25][CH:26]=3)[N:21]=[CH:20][CH:19]=2)=[O:17])[CH2:14][C:13]2[C:8](=[CH:9][CH:10]=[CH:11][CH:12]=2)[CH2:7]1)=[O:5])C.[OH-].[K+].O. Given the product [N:21]1[C:22]2[C:27](=[CH:26][CH:25]=[CH:24][CH:23]=2)[C:18]([C:16]([NH:15][C:6]2([C:4]([OH:5])=[O:3])[CH2:7][C:8]3[C:13](=[CH:12][CH:11]=[CH:10][CH:9]=3)[CH2:14]2)=[O:17])=[CH:19][CH:20]=1, predict the reactants needed to synthesize it. (2) Given the product [F:1][C:2]1[CH:3]=[CH:4][C:5]([CH3:25])=[C:6]([NH:8][C:9]2[O:10][C:11]3[CH:17]=[C:16]([CH2:18][C:19]([OH:21])=[O:20])[CH:15]=[C:14]([F:24])[C:12]=3[N:13]=2)[CH:7]=1, predict the reactants needed to synthesize it. The reactants are: [F:1][C:2]1[CH:3]=[CH:4][C:5]([CH3:25])=[C:6]([NH:8][C:9]2[O:10][C:11]3[CH:17]=[C:16]([CH2:18][C:19]([O:21]CC)=[O:20])[CH:15]=[C:14]([F:24])[C:12]=3[N:13]=2)[CH:7]=1.[OH-].[Na+]. (3) The reactants are: [NH2:1][C:2]([C:4]1[CH:5]=[N:6][C:7]2[C:12]([C:13]=1[NH:14][C:15]1[CH:16]=[C:17]([CH:23]=[CH:24][CH:25]=1)[C:18]([O:20]CC)=[O:19])=[CH:11][CH:10]=[C:9]([C:26]1[CH:31]=[CH:30][N:29]=[C:28]([O:32][CH3:33])[CH:27]=1)[CH:8]=2)=[O:3].[OH-].[Na+]. Given the product [NH2:1][C:2]([C:4]1[CH:5]=[N:6][C:7]2[C:12]([C:13]=1[NH:14][C:15]1[CH:16]=[C:17]([CH:23]=[CH:24][CH:25]=1)[C:18]([OH:20])=[O:19])=[CH:11][CH:10]=[C:9]([C:26]1[CH:31]=[CH:30][N:29]=[C:28]([O:32][CH3:33])[CH:27]=1)[CH:8]=2)=[O:3], predict the reactants needed to synthesize it. (4) Given the product [CH3:1][O:2][C:3]1[CH:8]=[C:7]([O:9][CH3:10])[N:6]=[C:5]([N:11]2[CH2:18][CH:17]3[CH2:16][N:15]([C:22]([C:21]4[C:25]([N:29]5[N:33]=[CH:32][CH:31]=[N:30]5)=[CH:26][CH:27]=[CH:28][C:20]=4[F:19])=[O:23])[CH2:14][CH:13]3[CH2:12]2)[N:4]=1, predict the reactants needed to synthesize it. The reactants are: [CH3:1][O:2][C:3]1[CH:8]=[C:7]([O:9][CH3:10])[N:6]=[C:5]([N:11]2[CH2:18][CH:17]3[CH:13]([CH2:14][NH:15][CH2:16]3)[CH2:12]2)[N:4]=1.[F:19][C:20]1[CH:28]=[CH:27][CH:26]=[C:25]([N:29]2[N:33]=[CH:32][CH:31]=[N:30]2)[C:21]=1[C:22](O)=[O:23]. (5) Given the product [Cl:31][C:28]1[CH:29]=[CH:30][C:25]2[C:11]3[C:17]([CH3:18])=[N:16][O:15][C:12]=3[CH2:13][N:14]=[C:8]([C:5]3[CH:6]=[CH:7][C:2]([Cl:1])=[CH:3][CH:4]=3)[C:26]=2[N:27]=1, predict the reactants needed to synthesize it. The reactants are: [Cl:1][C:2]1[CH:7]=[CH:6][C:5]([C:8]2C3C(F)=NC=CC=3[C:11]3[C:17]([CH3:18])=[N:16][O:15][C:12]=3[CH2:13][N:14]=2)=[CH:4][CH:3]=1.Br[C:25]1[C:26](C(C2C=CC(Cl)=CC=2)=O)=[N:27][C:28]([Cl:31])=[CH:29][CH:30]=1.ClC1C=CC(C(C2C(F)=NC=CC=2I)=O)=CC=1.B(F)(F)F. (6) Given the product [CH3:10][N:9]1[C:8]2[CH:11]=[CH:12][CH:13]=[CH:14][C:7]=2[N:6]=[C:5]1[C:3]([OH:4])=[O:2], predict the reactants needed to synthesize it. The reactants are: C[O:2][C:3]([C:5]1[N:9]([CH3:10])[C:8]2[CH:11]=[CH:12][CH:13]=[CH:14][C:7]=2[N:6]=1)=[O:4].[OH-].[Na+]. (7) The reactants are: [NH2:1][C:2]1[CH:3]=[N:4][C:5]2[C:10]([C:11]=1[NH:12][CH2:13][C:14]([NH:17][S:18]([CH3:21])(=[O:20])=[O:19])([CH3:16])[CH3:15])=[CH:9][CH:8]=[C:7]([O:22][CH2:23][C:24]1[CH:29]=[CH:28][CH:27]=[CH:26][CH:25]=1)[CH:6]=2.C(N(CC)CC)C.[CH2:37]([O:39][CH2:40][C:41](Cl)=O)[CH3:38]. Given the product [CH2:23]([O:22][C:7]1[CH:8]=[CH:9][C:10]2[C:11]3[N:12]([CH2:13][C:14]([NH:17][S:18]([CH3:21])(=[O:19])=[O:20])([CH3:16])[CH3:15])[C:38]([CH2:37][O:39][CH2:40][CH3:41])=[N:1][C:2]=3[CH:3]=[N:4][C:5]=2[CH:6]=1)[C:24]1[CH:25]=[CH:26][CH:27]=[CH:28][CH:29]=1, predict the reactants needed to synthesize it. (8) Given the product [CH2:20]([O:1][C:2]1[CH:3]=[CH:4][C:5]([CH2:8][C:9]([O:11][CH3:12])=[O:10])=[CH:6][CH:7]=1)[CH:21]([CH3:23])[CH3:22], predict the reactants needed to synthesize it. The reactants are: [OH:1][C:2]1[CH:7]=[CH:6][C:5]([CH2:8][C:9]([O:11][CH3:12])=[O:10])=[CH:4][CH:3]=1.C(=O)([O-])[O-].[K+].[K+].Br[CH2:20][CH:21]([CH3:23])[CH3:22].